This data is from HIV replication inhibition screening data with 41,000+ compounds from the AIDS Antiviral Screen. The task is: Binary Classification. Given a drug SMILES string, predict its activity (active/inactive) in a high-throughput screening assay against a specified biological target. (1) The molecule is Oc1c(CN2CCCC2)ccc2ccccc12. The result is 0 (inactive). (2) The compound is CC(=O)OC12C(C)=C(C)C(=O)N1c1ccccc1N2C(C)=O. The result is 0 (inactive). (3) The drug is CCOC(=O)C(=Cc1cccc(C)c1)C(C)=O. The result is 0 (inactive). (4) The compound is Clc1ccc(C=NNc2nnc3c(n2)[nH]c2ccccc23)cc1. The result is 0 (inactive). (5) The molecule is COc1ccc2[nH]c3c(O)nncc3c2c1. The result is 0 (inactive). (6) The drug is O=NC(=C(c1ccccc1)N1CCOCC1)c1ccccc1. The result is 0 (inactive). (7) The drug is Cc1cc[n+]2c(c1)-c1cc(C)cc[n+]1CC2.[Br-]. The result is 0 (inactive).